From a dataset of Reaction yield outcomes from USPTO patents with 853,638 reactions. Predict the reaction yield, written as a fraction of the theoretical maximum amount of product (1.0 means a 100% yield; for example, 0.34 means a 34% yield). (1) The reactants are [C:1]1([PH:7](=[O:14])[C:8]2[CH:13]=[CH:12][CH:11]=[CH:10][CH:9]=2)[CH:6]=[CH:5][CH:4]=[CH:3][CH:2]=1.[CH3:15][C@:16]12[C:22]([CH3:24])([CH3:23])[C@H:19]([CH2:20][CH2:21]1)[CH:18]=[C:17]2[C:25]1[CH:30]=[CH:29][CH:28]=[CH:27][N:26]=1.CC(C)([O-])C.[K+].O. The catalyst is CS(C)=O.C(Cl)Cl. The product is [C:1]1([P:7]([C@@H:18]2[C@@H:19]3[C:22]([CH3:24])([CH3:23])[C@@:16]([CH3:15])([CH2:21][CH2:20]3)[C@H:17]2[C:25]2[CH:30]=[CH:29][CH:28]=[CH:27][N:26]=2)([C:8]2[CH:13]=[CH:12][CH:11]=[CH:10][CH:9]=2)=[O:14])[CH:2]=[CH:3][CH:4]=[CH:5][CH:6]=1. The yield is 0.870. (2) The reactants are [Br:1][C:2]1[CH:3]=[C:4]([CH2:11][C:12]2[CH:17]=[CH:16][C:15]([CH:18]3[CH2:20][CH2:19]3)=[CH:14][CH:13]=2)[C:5]([Cl:10])=[C:6]([OH:9])[C:7]=1[OH:8].Br[CH2:22]Br.C([O-])([O-])=O.[Cs+].[Cs+]. The catalyst is CN(C=O)C. The product is [Br:1][C:2]1[C:7]2[O:8][CH2:22][O:9][C:6]=2[C:5]([Cl:10])=[C:4]([CH2:11][C:12]2[CH:17]=[CH:16][C:15]([CH:18]3[CH2:19][CH2:20]3)=[CH:14][CH:13]=2)[CH:3]=1. The yield is 0.650. (3) The yield is 0.800. The catalyst is O1CCOCC1. The reactants are C([O:3][C:4](=[O:21])[C:5]([NH:19][CH3:20])=[CH:6][C:7]([C:9]1[C:17]2[C:12](=[CH:13][CH:14]=[C:15]([Cl:18])[CH:16]=2)[NH:11][CH:10]=1)=[O:8])C.[OH-].[Na+].Cl. The product is [Cl:18][C:15]1[CH:16]=[C:17]2[C:12](=[CH:13][CH:14]=1)[NH:11][CH:10]=[C:9]2[C:7](=[O:8])[CH:6]=[C:5]([NH:19][CH3:20])[C:4]([OH:21])=[O:3]. (4) The reactants are [Br:1][C:2]1[CH:7]=[CH:6][C:5]([S:8](Cl)(=[O:10])=[O:9])=[C:4]([F:12])[CH:3]=1.[CH:13]1([CH2:16][NH2:17])[CH2:15][CH2:14]1. The catalyst is ClCCl. The product is [Br:1][C:2]1[CH:7]=[CH:6][C:5]([S:8]([NH:17][CH2:16][CH:13]2[CH2:15][CH2:14]2)(=[O:10])=[O:9])=[C:4]([F:12])[CH:3]=1. The yield is 0.400. (5) The reactants are [NH2:1][C:2]1[CH:28]=[CH:27][C:5]([O:6][C:7]2[CH:12]=[CH:11][N:10]=[C:9]([NH:13][C:14]([N:16]3[CH2:21][CH2:20][CH:19]([CH2:22][N:23]4[CH2:26][CH2:25][CH2:24]4)[CH2:18][CH2:17]3)=[O:15])[CH:8]=2)=[C:4]([F:29])[CH:3]=1.[C@]12(CS(O)(=O)=O)C(C)(C)C(CC1)CC2=O.[C:45]1([CH2:51][C:52]([N:54]=[C:55]=[S:56])=[O:53])[CH:50]=[CH:49][CH:48]=[CH:47][CH:46]=1.C(OCC)C. The catalyst is C(O)C.C1(C)C=CC=CC=1.CCCCCC. The product is [F:29][C:4]1[CH:3]=[C:2]([NH:1][C:55]([NH:54][C:52](=[O:53])[CH2:51][C:45]2[CH:46]=[CH:47][CH:48]=[CH:49][CH:50]=2)=[S:56])[CH:28]=[CH:27][C:5]=1[O:6][C:7]1[CH:12]=[CH:11][N:10]=[C:9]([NH:13][C:14]([N:16]2[CH2:21][CH2:20][CH:19]([CH2:22][N:23]3[CH2:24][CH2:25][CH2:26]3)[CH2:18][CH2:17]2)=[O:15])[CH:8]=1. The yield is 0.568. (6) The reactants are [OH-].[Li+].[F:3][C:4]([F:37])([F:36])[C:5]1[N:6]=[CH:7][N:8]([C:10]2[CH:35]=[CH:34][C:13]([O:14][CH:15]([C:19]3[CH:33]=[CH:32][C:22]([C:23]([NH:25][CH2:26][CH2:27][C:28]([O:30]C)=[O:29])=[O:24])=[CH:21][CH:20]=3)[CH2:16][CH2:17][CH3:18])=[CH:12][CH:11]=2)[CH:9]=1.Cl. The catalyst is O1CCCC1. The product is [F:37][C:4]([F:3])([F:36])[C:5]1[N:6]=[CH:7][N:8]([C:10]2[CH:35]=[CH:34][C:13]([O:14][CH:15]([C:19]3[CH:33]=[CH:32][C:22]([C:23]([NH:25][CH2:26][CH2:27][C:28]([OH:30])=[O:29])=[O:24])=[CH:21][CH:20]=3)[CH2:16][CH2:17][CH3:18])=[CH:12][CH:11]=2)[CH:9]=1. The yield is 0.980. (7) The reactants are [C:1]([O:5][C:6]([NH:8][CH:9]([C@H:15]([CH3:23])[CH2:16][CH:17]([CH3:22])[CH2:18][CH2:19][CH:20]=[CH2:21])[C:10]([O:12]CC)=[O:11])=[O:7])([CH3:4])([CH3:3])[CH3:2].CO.[Li+].[OH-]. The catalyst is C1COCC1.O. The product is [C:1]([O:5][C:6]([NH:8][CH:9]([C@H:15]([CH3:23])[CH2:16][CH:17]([CH3:22])[CH2:18][CH2:19][CH:20]=[CH2:21])[C:10]([OH:12])=[O:11])=[O:7])([CH3:4])([CH3:3])[CH3:2]. The yield is 0.680.